The task is: Predict the reaction yield, written as a fraction of the theoretical maximum amount of product (1.0 means a 100% yield; for example, 0.34 means a 34% yield).. This data is from Reaction yield outcomes from USPTO patents with 853,638 reactions. The reactants are [CH3:1][N:2]([S:28]([C:31]1[S:32][CH:33]=[CH:34][CH:35]=1)(=[O:30])=[O:29])[C:3]1[CH:4]=[CH:5][CH:6]=[C:7]2[C:11]=1[NH:10][C:9]([C:12]1[S:13][C:14]([CH2:17][N:18]3[CH2:23][CH2:22][N:21]([CH2:24][C:25](O)=[O:26])[CH2:20][CH2:19]3)=[CH:15][N:16]=1)=[CH:8]2.[N:36]1(O)[C:40]2C=CC=CC=2N=N1.Cl.CN(C)CCCN=C=NCC.CN.C(=O)([O-])O.[Na+]. The catalyst is CN(C)C=O.C1COCC1. The product is [CH3:40][NH:36][C:25](=[O:26])[CH2:24][N:21]1[CH2:20][CH2:19][N:18]([CH2:17][C:14]2[S:13][C:12]([C:9]3[NH:10][C:11]4[C:7]([CH:8]=3)=[CH:6][CH:5]=[CH:4][C:3]=4[N:2]([CH3:1])[S:28]([C:31]3[S:32][CH:33]=[CH:34][CH:35]=3)(=[O:30])=[O:29])=[N:16][CH:15]=2)[CH2:23][CH2:22]1. The yield is 0.670.